Task: Regression/Classification. Given a drug SMILES string, predict its toxicity properties. Task type varies by dataset: regression for continuous values (e.g., LD50, hERG inhibition percentage) or binary classification for toxic/non-toxic outcomes (e.g., AMES mutagenicity, cardiotoxicity, hepatotoxicity). Dataset: herg_karim.. Dataset: hERG potassium channel inhibition data for cardiac toxicity prediction from Karim et al. (1) The drug is O=C(NCCCN1CCCC(F)C1)Nc1ccc(S(=O)(=O)Nc2ccccc2C(=O)c2ccccc2)cc1. The result is 1 (blocker). (2) The compound is CN(CCC1CCCc2c1cnn2C)Cc1ccccc1. The result is 1 (blocker). (3) The molecule is O=C1N(CCN2Cc3ccccc3C2)CCN1Cc1ccc(Cl)cc1. The result is 1 (blocker).